This data is from Full USPTO retrosynthesis dataset with 1.9M reactions from patents (1976-2016). The task is: Predict the reactants needed to synthesize the given product. (1) Given the product [NH2:2][CH2:3][C:4]1[N:5]([CH2:25][CH:26]([CH3:27])[CH3:28])[C:6](=[O:24])[C:7]2[C:12]([C:13]=1[O:14][CH2:15][CH2:16][CH2:17][CH3:18])=[CH:11][C:10](/[CH:19]=[CH:20]/[C:21]([NH2:23])=[O:22])=[CH:9][CH:8]=2, predict the reactants needed to synthesize it. The reactants are: Cl.[NH2:2][CH2:3][C:4]1[N:5]([CH2:25][CH:26]([CH3:28])[CH3:27])[C:6](=[O:24])[C:7]2[C:12]([C:13]=1[O:14][CH2:15][CH2:16][CH2:17][CH3:18])=[CH:11][C:10](/[CH:19]=[CH:20]/[C:21]([NH2:23])=[O:22])=[CH:9][CH:8]=2.[OH-].[Na+]. (2) The reactants are: [CH2:1]([S:8][C:9]1[N:13]=[CH:12][NH:11][N:10]=1)[C:2]1[CH:7]=[CH:6][CH:5]=[CH:4][CH:3]=1.[CH3:14][N:15]([CH3:19])[C:16](Cl)=[O:17].C(=O)([O-])[O-].[K+].[K+].O. Given the product [CH2:1]([S:8][C:9]1[N:13]=[CH:12][N:11]([C:16](=[O:17])[N:15]([CH3:19])[CH3:14])[N:10]=1)[C:2]1[CH:3]=[CH:4][CH:5]=[CH:6][CH:7]=1, predict the reactants needed to synthesize it. (3) Given the product [CH:40]1([C:43]([NH:1][C:2]2[CH:7]=[C:6]([O:8][C:9]3[CH:14]=[CH:13][C:12]([NH:15][C:16]([C:18]4[C:22](=[O:23])[N:21]([C:24]5[CH:29]=[CH:28][CH:27]=[CH:26][CH:25]=5)[N:20]5[CH2:30][CH2:31][CH2:32][C:19]=45)=[O:17])=[CH:11][C:10]=3[F:33])[CH:5]=[CH:4][N:3]=2)=[O:44])[CH2:42][CH2:41]1, predict the reactants needed to synthesize it. The reactants are: [NH2:1][C:2]1[CH:7]=[C:6]([O:8][C:9]2[CH:14]=[CH:13][C:12]([NH:15][C:16]([C:18]3[C:22](=[O:23])[N:21]([C:24]4[CH:29]=[CH:28][CH:27]=[CH:26][CH:25]=4)[N:20]4[CH2:30][CH2:31][CH2:32][C:19]=34)=[O:17])=[CH:11][C:10]=2[F:33])[CH:5]=[CH:4][N:3]=1.N1C=CC=CC=1.[CH:40]1([C:43](Cl)=[O:44])[CH2:42][CH2:41]1.